This data is from Forward reaction prediction with 1.9M reactions from USPTO patents (1976-2016). The task is: Predict the product of the given reaction. (1) Given the reactants [CH:1]([C:4]1[CH:9]=[CH:8][C:7]([C:10]2[N:14]([CH2:15][CH2:16][O:17][CH3:18])[C:13]3[C:19]([O:25][CH3:26])=[CH:20][C:21]([CH2:23][NH2:24])=[CH:22][C:12]=3[N:11]=2)=[CH:6][CH:5]=1)([CH3:3])[CH3:2].C([O:29][C:30](=O)[CH2:31][CH2:32][CH2:33]Br)C.C(N(CC)CC)C, predict the reaction product. The product is: [CH:1]([C:4]1[CH:5]=[CH:6][C:7]([C:10]2[N:14]([CH2:15][CH2:16][O:17][CH3:18])[C:13]3[C:19]([O:25][CH3:26])=[CH:20][C:21]([CH2:23][N:24]4[CH2:33][CH2:32][CH2:31][C:30]4=[O:29])=[CH:22][C:12]=3[N:11]=2)=[CH:8][CH:9]=1)([CH3:3])[CH3:2]. (2) Given the reactants Br[CH2:2][CH2:3][CH2:4][NH:5][C:6](=[O:17])[C:7]1[C:12]([C:13]([F:16])([F:15])[F:14])=[CH:11][CH:10]=[N:9][CH:8]=1.[Na].[CH2:19]([SH:26])[C:20]1[CH:25]=[CH:24][CH:23]=[CH:22][CH:21]=1, predict the reaction product. The product is: [CH2:19]([S:26][CH2:2][CH2:3][CH2:4][NH:5][C:6](=[O:17])[C:7]1[C:12]([C:13]([F:16])([F:15])[F:14])=[CH:11][CH:10]=[N:9][CH:8]=1)[C:20]1[CH:25]=[CH:24][CH:23]=[CH:22][CH:21]=1.